From a dataset of Forward reaction prediction with 1.9M reactions from USPTO patents (1976-2016). Predict the product of the given reaction. (1) Given the reactants [CH3:1][C:2]1[C:3]([C:16]2[CH:17]=[C:18]([C:22](=C)[C:23](O)=O)[CH:19]=[CH:20][CH:21]=2)=[CH:4][C:5]2[C:6]([CH3:15])([CH3:14])[CH2:7][CH2:8][C:9]([CH3:13])([CH3:12])[C:10]=2[CH:11]=1.C1(NC2CCCCC2)CCCCC1.S(Cl)(Cl)=[O:41].Cl[CH2:45][Cl:46], predict the reaction product. The product is: [CH3:1][C:2]1[C:3]([C:16]2[CH:17]=[C:18]([CH:22]=[CH:23][C:45]([Cl:46])=[O:41])[CH:19]=[CH:20][CH:21]=2)=[CH:4][C:5]2[C:6]([CH3:15])([CH3:14])[CH2:7][CH2:8][C:9]([CH3:12])([CH3:13])[C:10]=2[CH:11]=1. (2) The product is: [Cl:1][C:2]1[CH:7]=[C:6]([CH:5]=[CH:4][C:3]=1[CH:9]([CH3:28])[C:10]([C:16]1[CH:27]=[CH:26][C:19]2[N:20]([CH3:25])[C:21](=[O:24])[N:22]([CH3:23])[C:18]=2[CH:17]=1)([OH:15])[C:11]([F:12])([F:13])[F:14])[O:8][C:37]1[CH:36]=[CH:35][C:32]([C:33]#[N:34])=[CH:31][C:30]=1[F:29]. Given the reactants [Cl:1][C:2]1[CH:7]=[C:6]([OH:8])[CH:5]=[CH:4][C:3]=1[CH:9]([CH3:28])[C:10]([C:16]1[CH:27]=[CH:26][C:19]2[N:20]([CH3:25])[C:21](=[O:24])[N:22]([CH3:23])[C:18]=2[CH:17]=1)([OH:15])[C:11]([F:14])([F:13])[F:12].[F:29][C:30]1[CH:31]=[C:32]([CH:35]=[CH:36][C:37]=1F)[C:33]#[N:34].C([O-])([O-])=O.[Cs+].[Cs+].C(O)=O, predict the reaction product. (3) Given the reactants C([PH+]([C:10]([CH3:13])([CH3:12])C)C(C)(C)C)(C)(C)C.BrC1C=C[C:18]([CH2:21][S:22]([CH2:25]C2C=CC(Br)=CC=2)(=[O:24])=[O:23])=[CH:17]C=1.[CH3:33][C:34]1[N:39]=[CH:38][C:37]([C:40](=[O:42])[CH3:41])=[CH:36][CH:35]=1, predict the reaction product. The product is: [CH3:33][C:34]1[N:39]=[CH:38][C:37]([C:40](=[O:42])[CH2:41][C:12]2[CH:10]=[CH:13][C:21]([S:22]([CH3:25])(=[O:24])=[O:23])=[CH:18][CH:17]=2)=[CH:36][CH:35]=1. (4) Given the reactants [CH3:1][C:2]1[N:3]=[C:4]([C:8]2[NH:9][C:10]3[C:15]([CH:16]=2)=[CH:14][CH:13]=[CH:12][C:11]=3[NH2:17])[S:5][C:6]=1[CH3:7].[S:18]1[CH:22]=[CH:21][CH:20]=[C:19]1[S:23](Cl)(=[O:25])=[O:24], predict the reaction product. The product is: [CH3:1][C:2]1[N:3]=[C:4]([C:8]2[NH:9][C:10]3[C:15]([CH:16]=2)=[CH:14][CH:13]=[CH:12][C:11]=3[NH:17][S:23]([C:19]2[S:18][CH:22]=[CH:21][CH:20]=2)(=[O:25])=[O:24])[S:5][C:6]=1[CH3:7]. (5) Given the reactants [Cl:1][C:2]1[N:10]=[C:9]2[C:5]([NH:6][CH:7]=[N:8]2)=[C:4](Cl)[N:3]=1.[CH3:12][CH:13]1[CH2:21][C:20]2[C:15](=[CH:16][CH:17]=[CH:18][CH:19]=2)[N:14]1C, predict the reaction product. The product is: [CH3:12][C:13]1[N:14]([C:4]2[N:3]=[C:2]([Cl:1])[N:10]=[C:9]3[C:5]=2[N:6]=[CH:7][NH:8]3)[C:15]2[C:20]([CH:21]=1)=[CH:19][CH:18]=[CH:17][CH:16]=2.